Dataset: Reaction yield outcomes from USPTO patents with 853,638 reactions. Task: Predict the reaction yield, written as a fraction of the theoretical maximum amount of product (1.0 means a 100% yield; for example, 0.34 means a 34% yield). (1) The reactants are [OH:1][CH2:2][CH2:3][N:4]1[CH:12]=[N:11][C:10]2[C:5]1=[N:6][CH:7]=[N:8][C:9]=2[NH2:13].CC(C)[O-].[Mg+2].CC(C)[O-].CC(C)([O-])C.[Mg+2].CC(C)([O-])C.C1(C)C=CC(S(O[CH2:44][P:45](=[O:52])([O:49]CC)[O:46]CC)(=O)=O)=CC=1.Br[Si](C)(C)C. The catalyst is CN(C=O)C.O. The product is [P:45]([CH2:44][O:1][CH2:2][CH2:3][N:4]1[CH:12]=[N:11][C:10]2[C:5]1=[N:6][CH:7]=[N:8][C:9]=2[NH2:13])([OH:52])([OH:49])=[O:46]. The yield is 0.654. (2) The reactants are Br[C:2]1[CH:3]=[C:4]2[C:9](=[CH:10][C:11]=1[F:12])[O:8][CH2:7][CH2:6][CH:5]2[C:13]([O:15][CH3:16])=[O:14].[CH3:17][N:18]1CCCC1=O. No catalyst specified. The product is [C:17]([C:2]1[CH:3]=[C:4]2[C:9](=[CH:10][C:11]=1[F:12])[O:8][CH2:7][CH2:6][CH:5]2[C:13]([O:15][CH3:16])=[O:14])#[N:18]. The yield is 0.770.